The task is: Predict the reactants needed to synthesize the given product.. This data is from Full USPTO retrosynthesis dataset with 1.9M reactions from patents (1976-2016). Given the product [C:1]([O:5][C:6]([C:8]1[O:9][C:10]2[CH:17]=[CH:16][CH:15]=[C:14]([O:18][CH2:20][C:21]([O:23][CH3:24])=[O:22])[C:11]=2[C:12]=1[CH3:13])=[O:7])([CH3:4])([CH3:2])[CH3:3], predict the reactants needed to synthesize it. The reactants are: [C:1]([O:5][C:6]([C:8]1[O:9][C:10]2[CH:17]=[CH:16][CH:15]=[C:14]([OH:18])[C:11]=2[C:12]=1[CH3:13])=[O:7])([CH3:4])([CH3:3])[CH3:2].Br[CH2:20][C:21]([O:23][CH3:24])=[O:22].CN(C=O)C.